Dataset: Reaction yield outcomes from USPTO patents with 853,638 reactions. Task: Predict the reaction yield, written as a fraction of the theoretical maximum amount of product (1.0 means a 100% yield; for example, 0.34 means a 34% yield). (1) The reactants are [CH2:1]([C:9]1[CH:14]=[CH:13][C:12]([NH2:15])=[CH:11][CH:10]=1)[C:2]1[CH:7]=[CH:6][C:5]([NH2:8])=[CH:4][CH:3]=1.[CH3:16][C:17]([CH3:19])=O.[C:20]1(C)[CH:25]=CC=C[CH:21]=1. The catalyst is [Pt]. The product is [CH:17]([NH:15][C:12]1[CH:13]=[CH:14][C:9]([CH2:1][C:2]2[CH:3]=[CH:4][C:5]([NH:8][CH:20]([CH3:25])[CH3:21])=[CH:6][CH:7]=2)=[CH:10][CH:11]=1)([CH3:19])[CH3:16]. The yield is 0.970. (2) The reactants are [CH:1]1([N:4]2[CH2:10][CH2:9][CH2:8][N:7]([C:11]([C:13]3[CH:20]=[CH:19][C:16]([CH:17]=[O:18])=[CH:15][CH:14]=3)=[O:12])[CH2:6][CH2:5]2)[CH2:3][CH2:2]1.[CH:21]1([Mg]Cl)[CH2:26][CH2:25][CH2:24][CH2:23][CH2:22]1. The catalyst is C1COCC1. The product is [CH:21]1([CH:17]([OH:18])[C:16]2[CH:15]=[CH:14][C:13]([C:11]([N:7]3[CH2:8][CH2:9][CH2:10][N:4]([CH:1]4[CH2:3][CH2:2]4)[CH2:5][CH2:6]3)=[O:12])=[CH:20][CH:19]=2)[CH2:26][CH2:25][CH2:24][CH2:23][CH2:22]1. The yield is 0.150.